Dataset: Reaction yield outcomes from USPTO patents with 853,638 reactions. Task: Predict the reaction yield, written as a fraction of the theoretical maximum amount of product (1.0 means a 100% yield; for example, 0.34 means a 34% yield). (1) The reactants are [NH2:1][C@H:2]1[CH2:6][CH2:5][N:4]([C:7]([C:9]2[CH:10]=[C:11]([CH:24]=[CH:25][C:26]=2[F:27])[CH2:12][C:13]2[C:22]3[C:17](=[CH:18][CH:19]=[CH:20][CH:21]=3)[C:16](=[O:23])[NH:15][N:14]=2)=[O:8])[CH2:3]1.[CH:28](=O)[C:29]1[CH:34]=[CH:33][CH:32]=[N:31][CH:30]=1.C(O[BH-](OC(=O)C)OC(=O)C)(=O)C.[Na+]. No catalyst specified. The product is [F:27][C:26]1[CH:25]=[CH:24][C:11]([CH2:12][C:13]2[C:22]3[C:17](=[CH:18][CH:19]=[CH:20][CH:21]=3)[C:16](=[O:23])[NH:15][N:14]=2)=[CH:10][C:9]=1[C:7]([N:4]1[CH2:5][CH2:6][C@H:2]([NH:1][CH2:28][C:29]2[CH:30]=[N:31][CH:32]=[CH:33][CH:34]=2)[CH2:3]1)=[O:8]. The yield is 0.820. (2) The reactants are [F:1][C:2]1[CH:9]=[CH:8][CH:7]=[C:6](F)[C:3]=1[C:4]#[N:5].[NH3:11]. The catalyst is C(O)C. The product is [NH2:11][C:6]1[CH:7]=[CH:8][CH:9]=[C:2]([F:1])[C:3]=1[C:4]#[N:5]. The yield is 0.970. (3) The reactants are Br[C:2]([CH3:13])([C:8]([O:10][CH2:11][CH3:12])=[O:9])[C:3]([O:5][CH2:6][CH3:7])=[O:4].[C:14](#[N:18])[CH2:15][C:16]#[N:17].CC(C)([O-])C.[K+]. The catalyst is C1COCC1.C(OCC)(=O)C.[Cl-].[NH4+]. The product is [C:16]([CH:15]([C:14]#[N:18])[C:2]([CH3:13])([C:8]([O:10][CH2:11][CH3:12])=[O:9])[C:3]([O:5][CH2:6][CH3:7])=[O:4])#[N:17]. The yield is 0.320. (4) The reactants are [NH2:1][C:2]1[S:3][C:4]2[C:10]([C:11]3[CH:16]=[CH:15][CH:14]=[CH:13][CH:12]=3)=[CH:9][CH:8]=[C:7]([O:17][CH3:18])[C:5]=2[N:6]=1.Cl[C:20]([O:22][CH2:23][C:24]1[CH:29]=[CH:28][CH:27]=[CH:26][CH:25]=1)=[O:21]. The catalyst is N1C=CC=CC=1. The product is [CH2:23]([O:22][C:20](=[O:21])[NH:1][C:2]1[S:3][C:4]2[C:10]([C:11]3[CH:16]=[CH:15][CH:14]=[CH:13][CH:12]=3)=[CH:9][CH:8]=[C:7]([O:17][CH3:18])[C:5]=2[N:6]=1)[C:24]1[CH:29]=[CH:28][CH:27]=[CH:26][CH:25]=1. The yield is 0.790. (5) The reactants are C[O:2][C:3]1[N:8]=[CH:7][C:6]([N:9]2[CH2:14][CH2:13][C:12]([CH3:16])([CH3:15])[CH2:11][CH2:10]2)=[CH:5][CH:4]=1.Cl.N1C=CC=CC=1.[OH-].[Na+]. The catalyst is O. The product is [CH3:15][C:12]1([CH3:16])[CH2:11][CH2:10][N:9]([C:6]2[CH:7]=[N:8][C:3]([OH:2])=[CH:4][CH:5]=2)[CH2:14][CH2:13]1. The yield is 0.720. (6) The reactants are COCCN(S(F)(F)[F:11])CCOC.O[CH2:15][C:16]1([C:22]([O:24][CH2:25][CH3:26])=[O:23])[CH2:21][CH2:20][CH2:19][CH2:18][O:17]1. No catalyst specified. The product is [F:11][CH2:15][C:16]1([C:22]([O:24][CH2:25][CH3:26])=[O:23])[CH2:21][CH2:20][CH2:19][CH2:18][O:17]1. The yield is 0.630.